Dataset: Full USPTO retrosynthesis dataset with 1.9M reactions from patents (1976-2016). Task: Predict the reactants needed to synthesize the given product. (1) The reactants are: [F:1][C:2]1[CH:27]=[CH:26][C:25]([F:28])=[CH:24][C:3]=1[CH2:4][N:5]1[CH2:10][CH2:9][NH:8][C:7]2[N:11]=[CH:12][C:13]([C:15]3[CH:16]=[CH:17][C:18]([C:21](O)=[O:22])=[N:19][CH:20]=3)=[CH:14][C:6]1=2.[NH:29]1[CH2:34][CH2:33][O:32][CH2:31][CH2:30]1. Given the product [F:1][C:2]1[CH:27]=[CH:26][C:25]([F:28])=[CH:24][C:3]=1[CH2:4][N:5]1[CH2:10][CH2:9][NH:8][C:7]2[N:11]=[CH:12][C:13]([C:15]3[CH:16]=[CH:17][C:18]([C:21]([N:29]4[CH2:34][CH2:33][O:32][CH2:31][CH2:30]4)=[O:22])=[N:19][CH:20]=3)=[CH:14][C:6]1=2, predict the reactants needed to synthesize it. (2) The reactants are: [Cl:1][C:2]1[C:7]([O:8][C:9]2[CH:14]=[CH:13][CH:12]=[C:11]([Cl:15])[C:10]=2[Cl:16])=[CH:6][C:5]([NH2:17])=[C:4]([NH2:18])[CH:3]=1.[C:19](=S)=[S:20].O.C(O)(=O)C. Given the product [Cl:1][C:2]1[C:7]([O:8][C:9]2[CH:14]=[CH:13][CH:12]=[C:11]([Cl:15])[C:10]=2[Cl:16])=[CH:6][C:5]2[N:17]=[C:19]([SH:20])[NH:18][C:4]=2[CH:3]=1, predict the reactants needed to synthesize it. (3) Given the product [CH2:10]([O:12][C:13](=[O:23])[N:14]=[C:15]([NH:26][CH:27]([C:28](=[O:29])[NH:30][C:31]1([C:38]#[N:39])[CH2:32][CH2:33][N:34]([CH3:37])[CH2:35][CH2:36]1)[CH2:40][CH:41]1[CH2:46][CH2:45][CH2:44][CH2:43][CH2:42]1)[N:17]1[CH2:22][CH2:21][O:20][CH2:19][CH2:18]1)[CH3:11], predict the reactants needed to synthesize it. The reactants are: [I-].ClC1C=CC=C[N+]=1C.[CH2:10]([O:12][C:13](=[O:23])[NH:14][C:15]([N:17]1[CH2:22][CH2:21][O:20][CH2:19][CH2:18]1)=S)[CH3:11].Cl.Cl.[NH2:26][CH:27]([CH2:40][CH:41]1[CH2:46][CH2:45][CH2:44][CH2:43][CH2:42]1)[C:28]([NH:30][C:31]1([C:38]#[N:39])[CH2:36][CH2:35][N:34]([CH3:37])[CH2:33][CH2:32]1)=[O:29].C(N(CC)C(C)C)(C)C. (4) Given the product [F:12][C:9]([F:10])([F:11])[C:7]1[CH:6]=[C:5]([C:13]([CH3:32])([CH3:33])[C:14]([N:16]([C:18]2[CH:19]=[N:20][C:21]([Cl:31])=[CH:22][C:23]=2[C:40]2[CH:41]=[CH:42][C:37]([F:36])=[CH:38][C:39]=2[CH3:46])[CH3:17])=[O:15])[CH:4]=[C:3]([C:2]([F:34])([F:35])[F:1])[CH:8]=1, predict the reactants needed to synthesize it. The reactants are: [F:1][C:2]([F:35])([F:34])[C:3]1[CH:4]=[C:5]([C:13]([CH3:33])([CH3:32])[C:14]([N:16]([C:18]2[CH:19]=[N:20][C:21]([Cl:31])=[CH:22][C:23]=2C2C=CC=CC=2Cl)[CH3:17])=[O:15])[CH:6]=[C:7]([C:9]([F:12])([F:11])[F:10])[CH:8]=1.[F:36][C:37]1[CH:42]=[CH:41][C:40](B(O)O)=[C:39]([CH3:46])[CH:38]=1. (5) Given the product [CH3:1][N:2]([C:3]1[CH:8]=[CH:7][CH:6]=[CH:5][C:4]=1[NH2:9])[CH3:12], predict the reactants needed to synthesize it. The reactants are: [CH3:1][N:2]([CH3:12])[C:3]1[CH:8]=[CH:7][CH:6]=[CH:5][C:4]=1[N+:9]([O-])=O. (6) Given the product [NH2:22][C:13]1[CH:14]=[C:15]([C:18]([F:20])([F:21])[F:19])[CH:16]=[CH:17][C:12]=1[CH2:11][N:10]1[C:5]2[C:4]([NH:32][C@@H:33]([CH:35]3[CH2:38][CH2:37][CH2:36]3)[CH3:34])=[N:3][C:2]([Cl:1])=[N:7][C:6]=2[CH:8]=[C:9]1[C:25]1[CH:30]=[CH:29][CH:28]=[C:27]([CH3:31])[CH:26]=1, predict the reactants needed to synthesize it. The reactants are: [Cl:1][C:2]1[N:3]=[C:4]([NH:32][C@@H:33]([CH:35]2[CH2:38][CH2:37][CH2:36]2)[CH3:34])[C:5]2[N:10]([CH2:11][C:12]3[CH:17]=[CH:16][C:15]([C:18]([F:21])([F:20])[F:19])=[CH:14][C:13]=3[N+:22]([O-])=O)[C:9]([C:25]3[CH:30]=[CH:29][CH:28]=[C:27]([CH3:31])[CH:26]=3)=[CH:8][C:6]=2[N:7]=1.[Cl-].[NH4+]. (7) Given the product [Br:1][C:2]1[CH:9]=[CH:8][C:5]([CH:6]2[N:10]([C:11]3[N:12]=[N:13][C:14]([CH3:17])=[CH:15][CH:16]=3)[C:21](=[O:36])[C:22]([OH:35])=[C:23]2[C:24](=[O:25])[C:26]2[CH:27]=[CH:28][C:29]([CH:32]([CH3:33])[CH3:34])=[CH:30][CH:31]=2)=[CH:4][CH:3]=1, predict the reactants needed to synthesize it. The reactants are: [Br:1][C:2]1[CH:9]=[CH:8][C:5]([CH:6]=O)=[CH:4][CH:3]=1.[NH2:10][C:11]1[N:12]=[N:13][C:14]([CH3:17])=[CH:15][CH:16]=1.C(O[C:21](=[O:36])[C:22]([OH:35])=[CH:23][C:24]([C:26]1[CH:31]=[CH:30][C:29]([CH:32]([CH3:34])[CH3:33])=[CH:28][CH:27]=1)=[O:25])C. (8) Given the product [NH2:1][C:4]1[CH:5]=[CH:6][C:7]([O:25][CH2:26][CH:27]=[CH2:28])=[C:8]([C:10]2[O:11][C:12]3[CH:18]=[CH:17][C:16]([C:19]4[CH:24]=[CH:23][CH:22]=[CH:21][CH:20]=4)=[CH:15][C:13]=3[N:14]=2)[CH:9]=1, predict the reactants needed to synthesize it. The reactants are: [N+:1]([C:4]1[CH:5]=[CH:6][C:7]([O:25][CH2:26][CH:27]=[CH2:28])=[C:8]([C:10]2[O:11][C:12]3[CH:18]=[CH:17][C:16]([C:19]4[CH:24]=[CH:23][CH:22]=[CH:21][CH:20]=4)=[CH:15][C:13]=3[N:14]=2)[CH:9]=1)([O-])=O. (9) Given the product [N:23]1([C:27]2[C:32]([CH:33]([C:7]3[CH:8]=[N:9][N:10]([CH3:22])[C:11]=3[C:12]3[CH:17]=[CH:16][C:15]([C:18]([F:21])([F:20])[F:19])=[CH:14][N:13]=3)[OH:34])=[C:31]([Cl:35])[N:30]=[CH:29][N:28]=2)[CH2:26][CH2:25][CH2:24]1, predict the reactants needed to synthesize it. The reactants are: C([Li])CCC.I[C:7]1[CH:8]=[N:9][N:10]([CH3:22])[C:11]=1[C:12]1[CH:17]=[CH:16][C:15]([C:18]([F:21])([F:20])[F:19])=[CH:14][N:13]=1.[N:23]1([C:27]2[C:32]([CH:33]=[O:34])=[C:31]([Cl:35])[N:30]=[CH:29][N:28]=2)[CH2:26][CH2:25][CH2:24]1.O.